This data is from Full USPTO retrosynthesis dataset with 1.9M reactions from patents (1976-2016). The task is: Predict the reactants needed to synthesize the given product. (1) Given the product [Br:1][C:2]1[CH:3]=[CH:4][C:5]([O:23][CH2:24][C:25]2[CH:30]=[CH:29][C:28]([CH3:34])=[CH:27][CH:26]=2)=[C:6]([C:8]2[N:9]([C:14]3[CH:15]=[C:16]([CH:20]=[CH:21][CH:22]=3)[C:17]([OH:19])=[O:18])[C:10]([CH3:13])=[CH:11][CH:12]=2)[CH:7]=1, predict the reactants needed to synthesize it. The reactants are: [Br:1][C:2]1[CH:3]=[CH:4][C:5]([O:23][CH2:24][C:25]2[C:30](F)=[CH:29][C:28](F)=[CH:27][C:26]=2F)=[C:6]([C:8]2[N:9]([C:14]3[CH:15]=[C:16]([CH:20]=[CH:21][CH:22]=3)[C:17]([OH:19])=[O:18])[C:10]([CH3:13])=[CH:11][CH:12]=2)[CH:7]=1.[CH2:34](Br)C1C=CC=CC=1. (2) Given the product [CH2:23]([O:22][CH2:21][CH2:20][O:19][C:18]1[C:13]([CH2:12][N:11]2[C:10]3[CH:9]=[CH:8][NH:7][C:6]=3[C:4](=[O:5])[NH:30][C:31]2=[S:32])=[N:14][CH:15]=[CH:16][CH:17]=1)[CH3:24], predict the reactants needed to synthesize it. The reactants are: C(O[C:4]([C:6]1[NH:7][CH:8]=[CH:9][C:10]=1[NH:11][CH2:12][C:13]1[C:18]([O:19][CH2:20][CH2:21][O:22][CH2:23][CH3:24])=[CH:17][CH:16]=[CH:15][N:14]=1)=[O:5])C.C(OC([N:30]=[C:31]=[S:32])=O)C. (3) Given the product [CH2:27]([C:3]1[N:4]=[C:5]([CH2:24][CH2:25][CH3:26])[N:6]([CH2:9][C:10]2[CH:11]=[CH:12][C:13]([C:16]3[C:17]([C:22]#[N:23])=[CH:18][CH:19]=[CH:20][CH:21]=3)=[CH:14][CH:15]=2)[C:7](=[O:8])[C:2]=1[C:31]1[CH:32]=[CH:33][C:34]([O:36][CH:37]([CH3:38])[CH3:39])=[CH:35][C:30]=1[F:29])[CH3:28], predict the reactants needed to synthesize it. The reactants are: Br[C:2]1[C:7](=[O:8])[N:6]([CH2:9][C:10]2[CH:15]=[CH:14][C:13]([C:16]3[C:17]([C:22]#[N:23])=[CH:18][CH:19]=[CH:20][CH:21]=3)=[CH:12][CH:11]=2)[C:5]([CH2:24][CH2:25][CH3:26])=[N:4][C:3]=1[CH2:27][CH3:28].[F:29][C:30]1[CH:35]=[C:34]([O:36][CH:37]([CH3:39])[CH3:38])[CH:33]=[CH:32][C:31]=1B(O)O.C(=O)([O-])[O-].[Cs+].[Cs+]. (4) Given the product [ClH:32].[CH2:1]([N:8]1[C@@H:15]([CH2:16][O:17][Si:18]([C:21]([CH3:24])([CH3:23])[CH3:22])([CH3:19])[CH3:20])[CH2:14][NH:13][CH2:12][C:9]21[CH2:10][CH2:11]2)[C:2]1[CH:7]=[CH:6][CH:5]=[CH:4][CH:3]=1, predict the reactants needed to synthesize it. The reactants are: [CH2:1]([N:8]1[C@@H:15]([CH2:16][O:17][Si:18]([C:21]([CH3:24])([CH3:23])[CH3:22])([CH3:20])[CH3:19])[CH2:14][N:13](CC2C=CC=CC=2)[CH2:12][C:9]21[CH2:11][CH2:10]2)[C:2]1[CH:7]=[CH:6][CH:5]=[CH:4][CH:3]=1.[Cl:32]C(OC(Cl)C)=O. (5) Given the product [CH:24]1([CH2:30][O:8][C:9]2[CH:22]=[CH:21][C:12]([CH2:13][N:14]3[CH2:18][C@@H:17]([CH3:19])[O:16][C:15]3=[O:20])=[CH:11][C:10]=2[CH3:23])[CH2:29][CH2:28][CH2:27][CH2:26][CH2:25]1, predict the reactants needed to synthesize it. The reactants are: [Si]([O:8][C:9]1[CH:22]=[CH:21][C:12]([CH2:13][N:14]2[CH2:18][C@@H:17]([CH3:19])[O:16][C:15]2=[O:20])=[CH:11][C:10]=1[CH3:23])(C(C)(C)C)(C)C.[CH:24]1([CH2:30]Br)[CH2:29][CH2:28][CH2:27][CH2:26][CH2:25]1. (6) Given the product [NH4+:9].[OH-:23].[F:1][C:2]1[CH:7]=[CH:6][CH:5]=[C:4]([F:8])[C:3]=1[N:9]1[C:14]2[N:15]=[C:16]([NH:45][CH2:44][CH2:43][N:42]([CH3:46])[CH3:41])[N:17]=[C:18]([C:19]3[CH:20]=[C:21]([CH:32]=[CH:33][C:34]=3[CH3:35])[C:22]([NH:24][CH2:25][C:26]3[CH:31]=[CH:30][CH:29]=[CH:28][CH:27]=3)=[O:23])[C:13]=2[CH2:12][NH:11][C:10]1=[O:40], predict the reactants needed to synthesize it. The reactants are: [F:1][C:2]1[CH:7]=[CH:6][CH:5]=[C:4]([F:8])[C:3]=1[N:9]1[C:14]2[N:15]=[C:16](S(C)(=O)=O)[N:17]=[C:18]([C:19]3[CH:20]=[C:21]([CH:32]=[CH:33][C:34]=3[CH3:35])[C:22]([NH:24][CH2:25][C:26]3[CH:31]=[CH:30][CH:29]=[CH:28][CH:27]=3)=[O:23])[C:13]=2[CH2:12][NH:11][C:10]1=[O:40].[CH3:41][N:42]([CH3:46])[CH2:43][CH2:44][NH2:45]. (7) Given the product [C:12]([C:10]1[CH:9]=[CH:8][C:7]([F:18])=[C:6]([NH:5][C:3](=[O:4])[C:2]([F:1])([F:19])[F:20])[CH:11]=1)#[CH:13], predict the reactants needed to synthesize it. The reactants are: [F:1][C:2]([F:20])([F:19])[C:3]([NH:5][C:6]1[CH:11]=[C:10]([C:12]#[C:13][Si](C)(C)C)[CH:9]=[CH:8][C:7]=1[F:18])=[O:4].CCCC[N+](CCCC)(CCCC)CCCC.[F-]. (8) The reactants are: [CH:1]1([CH2:4][N:5]([CH2:36][CH:37]2[CH2:39][CH2:38]2)[C:6]2[C:15]3[C:10](=[CH:11][CH:12]=[C:13]([CH3:16])[CH:14]=3)[N:9]=[CH:8][C:7]=2[CH2:17][N:18]([CH2:21][C:22]2[CH:27]=[C:26]([C:28]([F:31])([F:30])[F:29])[CH:25]=[C:24]([C:32]([F:35])([F:34])[F:33])[CH:23]=2)[C:19]#[N:20])[CH2:3][CH2:2]1.[N-:40]=[N+:41]=[N-:42].[Na+].Cl. Given the product [F:34][C:32]([F:35])([F:33])[C:24]1[CH:23]=[C:22]([CH:27]=[C:26]([C:28]([F:30])([F:29])[F:31])[CH:25]=1)[CH2:21][N:18]([CH2:17][C:7]1[CH:8]=[N:9][C:10]2[C:15]([C:6]=1[N:5]([CH2:36][CH:37]1[CH2:39][CH2:38]1)[CH2:4][CH:1]1[CH2:3][CH2:2]1)=[CH:14][C:13]([CH3:16])=[CH:12][CH:11]=2)[C:19]1[N:40]=[N:41][NH:42][N:20]=1, predict the reactants needed to synthesize it. (9) Given the product [F:3][C:4]([F:17])([F:18])[CH:5]([C:7]1[CH:8]=[C:9]([CH:14]=[CH:15][CH:16]=1)[C:10]([OH:12])=[O:11])[OH:6], predict the reactants needed to synthesize it. The reactants are: [OH-].[Li+].[F:3][C:4]([F:18])([F:17])[CH:5]([C:7]1[CH:8]=[C:9]([CH:14]=[CH:15][CH:16]=1)[C:10]([O:12]C)=[O:11])[OH:6].Cl. (10) Given the product [C:22]([O:21][C:19]([N:26]1[CH2:31][CH2:30][CH:29]([O:1][C:2]2[CH:3]=[C:4]3[C:9](=[CH:10][CH:11]=2)[CH:8]=[N:7][CH:6]=[C:5]3[CH2:12][CH2:13][CH2:14][C:15]([F:18])([F:16])[F:17])[CH2:28][CH2:27]1)=[O:20])([CH3:25])([CH3:23])[CH3:24], predict the reactants needed to synthesize it. The reactants are: [OH:1][C:2]1[CH:3]=[C:4]2[C:9](=[CH:10][CH:11]=1)[CH:8]=[N:7][CH:6]=[C:5]2[CH2:12][CH2:13][CH2:14][C:15]([F:18])([F:17])[F:16].[C:19]([N:26]1[CH2:31][CH2:30][CH:29](O)[CH2:28][CH2:27]1)([O:21][C:22]([CH3:25])([CH3:24])[CH3:23])=[O:20].N(C([O-])=O)=NC([O-])=O.